Task: Predict the reaction yield, written as a fraction of the theoretical maximum amount of product (1.0 means a 100% yield; for example, 0.34 means a 34% yield).. Dataset: Reaction yield outcomes from USPTO patents with 853,638 reactions (1) The reactants are N12CCCN=C1CCCCC2.Cl.[NH2:13][CH2:14][C:15]1[CH:23]=[CH:22][CH:21]=[C:20]2[C:16]=1[C:17](=[O:33])[N:18]([CH:25]1[CH2:30][CH2:29][C:28](=[O:31])[NH:27][C:26]1=[O:32])[C:19]2=[O:24].Cl.[N:35]1[CH:40]=[CH:39][CH:38]=[CH:37][C:36]=1[C:41](Cl)=[O:42]. The catalyst is CC#N. The product is [O:32]=[C:26]1[CH:25]([N:18]2[C:17](=[O:33])[C:16]3[C:20](=[CH:21][CH:22]=[CH:23][C:15]=3[CH2:14][NH:13][C:41]([C:36]3[CH:37]=[CH:38][CH:39]=[CH:40][N:35]=3)=[O:42])[C:19]2=[O:24])[CH2:30][CH2:29][C:28](=[O:31])[NH:27]1. The yield is 0.550. (2) The reactants are [Br:1][C:2]1[CH:10]=[CH:9][CH:8]=[C:7]2[C:3]=1[C:4]1([C:15]3=[CH:16][C:17]4[O:21][CH2:20][O:19][C:18]=4[CH:22]=[C:14]3[O:13][CH2:12]1)[C:5](=[O:11])[NH:6]2.[C:23](O[C:23]([O:25][C:26]([CH3:29])([CH3:28])[CH3:27])=[O:24])([O:25][C:26]([CH3:29])([CH3:28])[CH3:27])=[O:24].[OH-].[Na+]. The catalyst is O1CCCC1.O. The product is [Br:1][C:2]1[CH:10]=[CH:9][CH:8]=[C:7]2[C:3]=1[C:4]1([C:15]3=[CH:16][C:17]4[O:21][CH2:20][O:19][C:18]=4[CH:22]=[C:14]3[O:13][CH2:12]1)[C:5](=[O:11])[N:6]2[C:23]([O:25][C:26]([CH3:29])([CH3:28])[CH3:27])=[O:24]. The yield is 0.740.